From a dataset of NCI-60 drug combinations with 297,098 pairs across 59 cell lines. Regression. Given two drug SMILES strings and cell line genomic features, predict the synergy score measuring deviation from expected non-interaction effect. (1) Drug 1: C1=CC(=CC=C1C#N)C(C2=CC=C(C=C2)C#N)N3C=NC=N3. Drug 2: C#CCC(CC1=CN=C2C(=N1)C(=NC(=N2)N)N)C3=CC=C(C=C3)C(=O)NC(CCC(=O)O)C(=O)O. Cell line: SF-539. Synergy scores: CSS=55.9, Synergy_ZIP=-0.551, Synergy_Bliss=-0.817, Synergy_Loewe=0.578, Synergy_HSA=1.93. (2) Drug 1: CNC(=O)C1=CC=CC=C1SC2=CC3=C(C=C2)C(=NN3)C=CC4=CC=CC=N4. Drug 2: CC1=C(C(=CC=C1)Cl)NC(=O)C2=CN=C(S2)NC3=CC(=NC(=N3)C)N4CCN(CC4)CCO. Cell line: SK-MEL-5. Synergy scores: CSS=-10.6, Synergy_ZIP=3.58, Synergy_Bliss=-4.63, Synergy_Loewe=-9.60, Synergy_HSA=-11.2. (3) Drug 1: CC1=CC2C(CCC3(C2CCC3(C(=O)C)OC(=O)C)C)C4(C1=CC(=O)CC4)C. Drug 2: N.N.Cl[Pt+2]Cl. Cell line: DU-145. Synergy scores: CSS=-4.05, Synergy_ZIP=1.26, Synergy_Bliss=-0.318, Synergy_Loewe=-5.63, Synergy_HSA=-5.17. (4) Drug 1: CC1=CC2C(CCC3(C2CCC3(C(=O)C)OC(=O)C)C)C4(C1=CC(=O)CC4)C. Drug 2: CN(C(=O)NC(C=O)C(C(C(CO)O)O)O)N=O. Cell line: A498. Synergy scores: CSS=5.08, Synergy_ZIP=-1.85, Synergy_Bliss=-3.51, Synergy_Loewe=-4.63, Synergy_HSA=-3.69. (5) Drug 1: C1CC(=O)NC(=O)C1N2CC3=C(C2=O)C=CC=C3N. Drug 2: C1CN(P(=O)(OC1)NCCCl)CCCl. Cell line: SN12C. Synergy scores: CSS=2.78, Synergy_ZIP=-3.00, Synergy_Bliss=-0.195, Synergy_Loewe=-0.625, Synergy_HSA=-0.618. (6) Drug 1: CC1=C(C=C(C=C1)NC2=NC=CC(=N2)N(C)C3=CC4=NN(C(=C4C=C3)C)C)S(=O)(=O)N.Cl. Drug 2: CCC1=C2CN3C(=CC4=C(C3=O)COC(=O)C4(CC)O)C2=NC5=C1C=C(C=C5)O. Cell line: MDA-MB-231. Synergy scores: CSS=39.0, Synergy_ZIP=9.62, Synergy_Bliss=9.98, Synergy_Loewe=10.1, Synergy_HSA=12.3. (7) Drug 1: CC(C)CN1C=NC2=C1C3=CC=CC=C3N=C2N. Drug 2: COCCOC1=C(C=C2C(=C1)C(=NC=N2)NC3=CC=CC(=C3)C#C)OCCOC.Cl. Cell line: HOP-62. Synergy scores: CSS=1.26, Synergy_ZIP=1.28, Synergy_Bliss=5.26, Synergy_Loewe=-2.22, Synergy_HSA=-0.908.